This data is from Full USPTO retrosynthesis dataset with 1.9M reactions from patents (1976-2016). The task is: Predict the reactants needed to synthesize the given product. (1) Given the product [F:7][C:8]1[CH:17]=[CH:16][C:11]([C:12](=[O:15])[CH2:13][N:3]2[CH:4]=[CH:5][N:6]=[C:2]2[CH3:1])=[CH:10][CH:9]=1, predict the reactants needed to synthesize it. The reactants are: [CH3:1][C:2]1[NH:3][CH:4]=[CH:5][N:6]=1.[F:7][C:8]1[CH:17]=[CH:16][C:11]([C:12](=[O:15])[CH2:13]Br)=[CH:10][CH:9]=1. (2) Given the product [O:1]1[CH2:6][CH2:5][CH2:4][CH2:3][CH:2]1[O:7][CH2:8][C:9]1[C:17]2[C:12](=[CH:13][CH:14]=[C:15]([CH:18]=[O:19])[CH:16]=2)[NH:11][N:10]=1, predict the reactants needed to synthesize it. The reactants are: [O:1]1[CH2:6][CH2:5][CH2:4][CH2:3][CH:2]1[O:7][CH2:8][C:9]1[C:17]2[C:12](=[CH:13][CH:14]=[C:15]([CH2:18][OH:19])[CH:16]=2)[NH:11][N:10]=1.O. (3) Given the product [O:16]([C:9]1[C:8]2[C:13](=[CH:14][CH:15]=[C:6]([C:28]3[CH:29]=[CH:30][C:25]([CH:23]=[O:24])=[CH:26][CH:27]=3)[CH:7]=2)[N:12]=[CH:11][N:10]=1)[C:17]1[CH:22]=[CH:21][CH:20]=[CH:19][CH:18]=1, predict the reactants needed to synthesize it. The reactants are: CCCC.I[C:6]1[CH:7]=[C:8]2[C:13](=[CH:14][CH:15]=1)[N:12]=[CH:11][N:10]=[C:9]2[O:16][C:17]1[CH:22]=[CH:21][CH:20]=[CH:19][CH:18]=1.[CH:23]([C:25]1[CH:30]=[CH:29][C:28](B(O)O)=[CH:27][CH:26]=1)=[O:24].C([O-])([O-])=O.[Na+].[Na+]. (4) Given the product [Br:1][C:2]1[CH:7]=[C:6]([CH3:8])[C:5]([O:9][CH2:12][C:13](=[O:15])[CH3:14])=[C:4]([CH3:10])[CH:3]=1, predict the reactants needed to synthesize it. The reactants are: [Br:1][C:2]1[CH:7]=[C:6]([CH3:8])[C:5]([OH:9])=[C:4]([CH3:10])[CH:3]=1.Cl[CH2:12][C:13](=[O:15])[CH3:14]. (5) Given the product [C:1]([O:5][C:6]([N:8]([CH2:18][C:19]1[CH:20]=[CH:21][C:22]([C:23]([O:25][CH3:26])=[O:24])=[CH:27][CH:28]=1)[CH2:9][CH2:10][C:11]1[CH:16]=[CH:15][CH:14]=[CH:13][C:12]=1[O:17][CH2:39][CH2:38][CH2:37][CH2:36][CH2:35][C:29]1[CH:34]=[CH:33][CH:32]=[CH:31][CH:30]=1)=[O:7])([CH3:3])([CH3:2])[CH3:4], predict the reactants needed to synthesize it. The reactants are: [C:1]([O:5][C:6]([N:8]([CH2:18][C:19]1[CH:28]=[CH:27][C:22]([C:23]([O:25][CH3:26])=[O:24])=[CH:21][CH:20]=1)[CH2:9][CH2:10][C:11]1[CH:16]=[CH:15][CH:14]=[CH:13][C:12]=1[OH:17])=[O:7])([CH3:4])([CH3:3])[CH3:2].[C:29]1([CH2:35][CH2:36][CH2:37][CH2:38][CH2:39]Br)[CH:34]=[CH:33][CH:32]=[CH:31][CH:30]=1.C(=O)([O-])[O-].[K+].[K+].O. (6) Given the product [CH2:1]([C:8]1[S:12][C:11]([C:13]2[CH:25]=[CH:24][C:16]([O:17][CH2:18][C@@H:19]3[CH2:23][CH2:22][CH2:21][N:20]3[CH2:27][CH2:28][CH2:29][C:30]([OH:32])=[O:31])=[CH:15][CH:14]=2)=[CH:10][CH:9]=1)[C:2]1[CH:3]=[CH:4][CH:5]=[CH:6][CH:7]=1, predict the reactants needed to synthesize it. The reactants are: [CH2:1]([C:8]1[S:12][C:11]([C:13]2[CH:25]=[CH:24][C:16]([O:17][CH2:18][C@@H:19]3[CH2:23][CH2:22][CH2:21][NH:20]3)=[CH:15][CH:14]=2)=[CH:10][CH:9]=1)[C:2]1[CH:7]=[CH:6][CH:5]=[CH:4][CH:3]=1.Br[CH2:27][CH2:28][CH2:29][C:30]([O:32]C)=[O:31].